This data is from Full USPTO retrosynthesis dataset with 1.9M reactions from patents (1976-2016). The task is: Predict the reactants needed to synthesize the given product. (1) Given the product [Cl:1][C:2]1[C:3]([CH3:58])=[C:4]([C:18]2[C:26]3[C:25]([O:27][C@H:28]([CH2:34][C:35]4[CH:40]=[CH:39][CH:38]=[CH:37][C:36]=4[OH:41])[C:29]([O:31][CH2:32][CH3:33])=[O:30])=[N:24][CH:23]=[N:22][C:21]=3[S:20][C:19]=2[C:48]2[CH:53]=[CH:52][C:51]([F:54])=[C:50]([CH2:55][O:56][CH3:57])[CH:49]=2)[CH:5]=[CH:6][C:7]=1[O:8][CH2:9][CH2:10][N:11]1[CH2:16][CH2:15][N:14]([CH3:17])[CH2:13][CH2:12]1, predict the reactants needed to synthesize it. The reactants are: [Cl:1][C:2]1[C:3]([CH3:58])=[C:4]([C:18]2[C:26]3[C:25]([O:27][C@H:28]([CH2:34][C:35]4[CH:40]=[CH:39][CH:38]=[CH:37][C:36]=4[O:41]C4CCCCO4)[C:29]([O:31][CH2:32][CH3:33])=[O:30])=[N:24][CH:23]=[N:22][C:21]=3[S:20][C:19]=2[C:48]2[CH:53]=[CH:52][C:51]([F:54])=[C:50]([CH2:55][O:56][CH3:57])[CH:49]=2)[CH:5]=[CH:6][C:7]=1[O:8][CH2:9][CH2:10][N:11]1[CH2:16][CH2:15][N:14]([CH3:17])[CH2:13][CH2:12]1.Cl.C([O-])(O)=O.[Na+]. (2) Given the product [NH2:10][C:6]1[N:7]=[C:8]([CH3:9])[C:3]([CH2:2][NH:1][C:27]([C:26]2[CH:30]=[CH:31][N:32]=[C:24]([CH2:23][C:19]3[CH:20]=[C:21]4[C:16](=[C:17]([C:33]([O:35][CH3:36])=[O:34])[CH:18]=3)[N:15]=[CH:14][C:13]([Cl:12])=[CH:22]4)[CH:25]=2)=[O:28])=[C:4]([CH3:11])[CH:5]=1, predict the reactants needed to synthesize it. The reactants are: [NH2:1][CH2:2][C:3]1[C:4]([CH3:11])=[CH:5][C:6]([NH2:10])=[N:7][C:8]=1[CH3:9].[Cl:12][C:13]1[CH:14]=[N:15][C:16]2[C:21]([CH:22]=1)=[CH:20][C:19]([CH2:23][C:24]1[CH:25]=[C:26]([CH:30]=[CH:31][N:32]=1)[C:27](O)=[O:28])=[CH:18][C:17]=2[C:33]([O:35][CH3:36])=[O:34].CN(C(ON1N=NC2C=CC=NC1=2)=[N+](C)C)C.F[P-](F)(F)(F)(F)F.CCN(CC)CC. (3) Given the product [CH3:35][O:34][C:26]1[C:27]([O:32][CH3:33])=[C:28]2[C:23]([CH2:22][O:31][C:29]2=[O:30])=[CH:24][CH:25]=1, predict the reactants needed to synthesize it. The reactants are: Cl.[Cl-].[K+].ICl.[I-].I([O-])(=O)=O.CN1[C@@H]([C@H:22]2[O:31][C:29](=[O:30])[C:28]3[C:27]([O:32][CH3:33])=[C:26]([O:34][CH3:35])[CH:25]=[CH:24][C:23]2=3)C2C(OC)=C3OCOC3=CC=2CC1.N1C=CC=CC=1.ICl.N. (4) The reactants are: [C:1]([OH:8])(=[O:7])/[CH:2]=[CH:3]/[C:4]([OH:6])=[O:5].[C:9]([OH:18])(=[O:17])[CH2:10][CH2:11][CH2:12][CH2:13][C:14]([OH:16])=[O:15].COC(=O)CCCCC(O)=O.C[SiH](C)Cl.C[Si](/C(/C([O-])=O)=C(/[Si](Cl)(C)C)\C([O-])=O)(C)Cl.C[Si](OC(=O)CCCCC(O[Si](C)(C)Cl)=O)(C)Cl.COC(=O)C(C)([SiH2]Cl)C(C)CCC([O-])=O. Given the product [C:1]([O-:8])(=[O:7])/[CH:2]=[CH:3]/[C:4]([O-:6])=[O:5].[C:9]([O-:18])(=[O:17])[CH2:10][CH2:11][CH2:12][CH2:13][C:14]([O-:16])=[O:15], predict the reactants needed to synthesize it. (5) Given the product [S:6]1[C:7]2[CH:13]=[CH:12][CH:11]=[CH:10][C:8]=2[N:9]=[C:5]1[NH:30][CH:26]([CH2:25][N:22]1[CH2:23][CH2:24][N:19]([CH2:18][C:17]2[CH:31]=[CH:32][C:33]([Cl:34])=[C:15]([Cl:14])[CH:16]=2)[CH2:20][CH2:21]1)[CH:27]([CH3:29])[CH3:28], predict the reactants needed to synthesize it. The reactants are: CS([C:5]1[S:6][C:7]2[CH:13]=[CH:12][CH:11]=[CH:10][C:8]=2[N:9]=1)(=O)=O.[Cl:14][C:15]1[CH:16]=[C:17]([CH:31]=[CH:32][C:33]=1[Cl:34])[CH2:18][N:19]1[CH2:24][CH2:23][N:22]([CH2:25][CH:26]([NH2:30])[CH:27]([CH3:29])[CH3:28])[CH2:21][CH2:20]1. (6) Given the product [Br:1][C:2]1[CH:3]=[C:4]2[C:14](=[CH:15][CH:16]=1)[C@:7]1([C:8](=[O:13])[N:9]([CH2:18][C:19]([N:21]([CH:30]3[CH2:35][CH2:34][N:33]([C:36]([O:38][C:39]([CH3:42])([CH3:41])[CH3:40])=[O:37])[CH2:32][CH2:31]3)[CH2:22][C:23]3[CH:28]=[CH:27][C:26]([F:29])=[CH:25][CH:24]=3)=[O:20])[C:10](=[O:12])[NH:47]1)[CH2:6][CH2:5]2, predict the reactants needed to synthesize it. The reactants are: [Br:1][C:2]1[CH:3]=[C:4]2[C:14](=[CH:15][CH:16]=1)[C@:7]1(O[C:10](=[O:12])[NH:9][C:8]1=[O:13])[CH2:6][CH2:5]2.Br[CH2:18][C:19]([N:21]([CH:30]1[CH2:35][CH2:34][N:33]([C:36]([O:38][C:39]([CH3:42])([CH3:41])[CH3:40])=[O:37])[CH2:32][CH2:31]1)[CH2:22][C:23]1[CH:28]=[CH:27][C:26]([F:29])=[CH:25][CH:24]=1)=[O:20].BrCC([N:47](CC1C=CC(F)=CC=1)[C@@H](C)C(F)(F)F)=O. (7) Given the product [C:6]([C:7]1([OH:14])[CH2:12][CH:11]2[CH2:13][CH:8]1[CH2:9][CH2:10]2)#[CH:5], predict the reactants needed to synthesize it. The reactants are: C[Si]([C:5]#[C:6][C:7]1([OH:14])[CH2:12][CH:11]2[CH2:13][CH:8]1[CH2:9][CH2:10]2)(C)C.CCCC[N+](CCCC)(CCCC)CCCC.[F-].